Dataset: Full USPTO retrosynthesis dataset with 1.9M reactions from patents (1976-2016). Task: Predict the reactants needed to synthesize the given product. (1) Given the product [C:13]([NH:12][C:8]1[C:9]2[C:4](=[CH:3][C:2]([O:1][C:36](=[S:37])[N:35]([CH3:39])[CH3:34])=[CH:11][CH:10]=2)[CH:5]=[CH:6][N:7]=1)(=[O:20])[C:14]1[CH:19]=[CH:18][CH:17]=[CH:16][CH:15]=1, predict the reactants needed to synthesize it. The reactants are: [OH:1][C:2]1[CH:3]=[C:4]2[C:9](=[CH:10][CH:11]=1)[C:8]([NH:12][C:13](=[O:20])[C:14]1[CH:19]=[CH:18][CH:17]=[CH:16][CH:15]=1)=[N:7][CH:6]=[CH:5]2.C(N(CC)CC)C.N1C=CC=CC=1.[CH3:34][N:35]([CH3:39])[C:36](Cl)=[S:37]. (2) Given the product [N+:12]([C:8]1[CH:9]=[CH:10][CH:11]=[C:4]([O:21][C:15]2[CH:20]=[CH:19][CH:18]=[CH:17][CH:16]=2)[C:5]=1[C:6]#[N:7])([O-:14])=[O:13], predict the reactants needed to synthesize it. The reactants are: [N+]([C:4]1[CH:11]=[CH:10][CH:9]=[C:8]([N+:12]([O-:14])=[O:13])[C:5]=1[C:6]#[N:7])([O-])=O.[C:15]1([OH:21])[CH:20]=[CH:19][CH:18]=[CH:17][CH:16]=1.C([O-])([O-])=O.[K+].[K+]. (3) Given the product [C:28]([O:27][C:25]([N:22]1[CH2:21][CH:20]=[C:19]([C:2]2[CH:10]=[CH:9][C:5]([C:6]([OH:8])=[O:7])=[CH:4][N:3]=2)[CH2:24][CH2:23]1)=[O:26])([CH3:31])([CH3:29])[CH3:30], predict the reactants needed to synthesize it. The reactants are: Cl[C:2]1[CH:10]=[CH:9][C:5]([C:6]([OH:8])=[O:7])=[CH:4][N:3]=1.CC1(C)C(C)(C)OB([C:19]2[CH2:24][CH2:23][N:22]([C:25]([O:27][C:28]([CH3:31])([CH3:30])[CH3:29])=[O:26])[CH2:21][CH:20]=2)O1.C(=O)([O-])[O-].[K+].[K+]. (4) The reactants are: [CH2:1]([C:3]1[CH:11]=[CH:10][C:6]([C:7]([OH:9])=[O:8])=[CH:5][C:4]=1[N+:12]([O-])=O)[CH3:2]. Given the product [NH2:12][C:4]1[CH:5]=[C:6]([CH:10]=[CH:11][C:3]=1[CH2:1][CH3:2])[C:7]([OH:9])=[O:8], predict the reactants needed to synthesize it.